This data is from Catalyst prediction with 721,799 reactions and 888 catalyst types from USPTO. The task is: Predict which catalyst facilitates the given reaction. (1) Reactant: [NH2:1][C:2]1[N:7]=[C:6](Cl)[C:5]([NH2:9])=[C:4]([Cl:10])[N:3]=1.Cl.[F:12][C:13]1[CH:14]=[CH:15][CH:16]=[C:17]2[C:22]=1[O:21][CH2:20][CH2:19][C@H:18]2[NH2:23].C(=O)(O)[O-].[Na+]. Product: [Cl:10][C:4]1[N:3]=[C:2]([NH2:1])[N:7]=[C:6]([NH:23][C@H:18]2[C:17]3[C:22](=[C:13]([F:12])[CH:14]=[CH:15][CH:16]=3)[O:21][CH2:20][CH2:19]2)[C:5]=1[NH2:9]. The catalyst class is: 51. (2) Reactant: [Si]([O:8][CH2:9][C:10]1[O:14][N:13]=[C:12]([C:15]([NH:17][NH2:18])=[O:16])[CH:11]=1)(C(C)(C)C)(C)C.[N:19]([O-])=O.[Na+]. Product: [OH:8][CH2:9][C:10]1[O:14][N:13]=[C:12]([C:15]([N:17]=[N+:18]=[N-:19])=[O:16])[CH:11]=1. The catalyst class is: 126.